This data is from Reaction yield outcomes from USPTO patents with 853,638 reactions. The task is: Predict the reaction yield, written as a fraction of the theoretical maximum amount of product (1.0 means a 100% yield; for example, 0.34 means a 34% yield). (1) The reactants are [CH2:1]([O:4][CH:5]([CH2:17][O:18][CH2:19][C:20]#[CH:21])[CH2:6][NH:7][C:8]([NH:10][NH:11][C:12](OCC)=[O:13])=[O:9])[C:2]#[CH:3].C(=O)([O-])[O-].[K+].[K+]. The catalyst is CCO. The product is [CH2:1]([O:4][CH:5]([CH2:17][O:18][CH2:19][C:20]#[CH:21])[CH2:6][N:7]1[C:8](=[O:9])[NH:10][NH:11][C:12]1=[O:13])[C:2]#[CH:3]. The yield is 0.330. (2) The reactants are [CH3:1][O:2][C:3]1[CH:8]=[CH:7][CH:6]=[CH:5][C:4]=1[NH:9][NH2:10].[C:11](OC(=O)C)(=[O:13])[CH3:12]. The catalyst is C1(C)C=CC=CC=1. The product is [CH3:1][O:2][C:3]1[CH:8]=[CH:7][CH:6]=[CH:5][C:4]=1[NH:9][NH:10][C:11](=[O:13])[CH3:12]. The yield is 0.800. (3) The reactants are O[C@H:2]1[C:6]2[N:7]=[CH:8][N:9]=[C:10]([N:11]3[CH2:16][CH2:15][N:14]([C:17]([O:19][C:20]([CH3:23])([CH3:22])[CH3:21])=[O:18])[CH2:13][CH2:12]3)[C:5]=2[C@H:4]([CH3:24])[CH2:3]1.CCN(S(F)(F)[F:31])CC. The catalyst is C(Cl)Cl. The product is [F:31][C@@H:2]1[C:6]2[N:7]=[CH:8][N:9]=[C:10]([N:11]3[CH2:16][CH2:15][N:14]([C:17]([O:19][C:20]([CH3:23])([CH3:22])[CH3:21])=[O:18])[CH2:13][CH2:12]3)[C:5]=2[C@H:4]([CH3:24])[CH2:3]1. The yield is 0.610. (4) The reactants are [NH2:1][C:2]1[N:7]=[CH:6][C:5]([C:8]2[N:17]=[C:16]([NH:18][CH2:19][CH:20]([CH:27]3[CH2:32][CH2:31][CH2:30][CH2:29][CH2:28]3)[C:21]3[CH:26]=[CH:25][CH:24]=[CH:23][CH:22]=3)[C:15]3[C:10](=[CH:11][CH:12]=[CH:13][CH:14]=3)[N:9]=2)=[CH:4][N:3]=1.Cl[CH2:34][CH:35]=O. The catalyst is C(O)C. The product is [CH:21]1([CH:20]([C:27]2[CH:32]=[CH:31][CH:30]=[CH:29][CH:28]=2)[CH2:19][NH:18][C:16]2[C:15]3[C:10](=[CH:11][CH:12]=[CH:13][CH:14]=3)[N:9]=[C:8]([C:5]3[CH:6]=[N:7][C:2]4[N:3]([CH:34]=[CH:35][N:1]=4)[CH:4]=3)[N:17]=2)[CH2:26][CH2:25][CH2:24][CH2:23][CH2:22]1. The yield is 0.200. (5) The reactants are [F:1][C:2]1[CH:7]=[CH:6][C:5]([NH:8][C:9]2[C:14]3[C:15](=[O:18])[NH:16][CH2:17][C:13]=3[CH:12]=[C:11]([NH:19][C@@H:20]3[CH2:25][CH2:24][CH2:23][CH2:22][C@@H:21]3[NH:26]C(=O)OC(C)(C)C)[N:10]=2)=[CH:4][C:3]=1[CH3:34].C(O)(C(F)(F)F)=O. The catalyst is C(Cl)Cl. The product is [NH2:26][C@H:21]1[CH2:22][CH2:23][CH2:24][CH2:25][C@H:20]1[NH:19][C:11]1[N:10]=[C:9]([NH:8][C:5]2[CH:6]=[CH:7][C:2]([F:1])=[C:3]([CH3:34])[CH:4]=2)[C:14]2[C:15](=[O:18])[NH:16][CH2:17][C:13]=2[CH:12]=1. The yield is 0.0254. (6) The reactants are Cl[CH2:2][S:3]([NH:6][C:7]1[CH:8]=[C:9]2[C:14](=[CH:15][CH:16]=1)[CH:13]=[N:12][CH:11]=[CH:10]2)(=[O:5])=[O:4].[NH2:17][C:18]1[CH:19]=[C:20]([CH:25]=[CH:26][CH:27]=1)[C:21]([NH:23][CH3:24])=[O:22]. The catalyst is CO. The product is [NH3:6].[CH:13]1[C:14]2[C:9](=[CH:8][C:7]([NH:6][S:3]([CH2:2][NH:17][C:18]3[CH:19]=[C:20]([CH:25]=[CH:26][CH:27]=3)[C:21]([NH:23][CH3:24])=[O:22])(=[O:5])=[O:4])=[CH:16][CH:15]=2)[CH:10]=[CH:11][N:12]=1. The yield is 0.0200. (7) The reactants are [CH3:1][N:2]1[C:11]2[C:6](=[CH:7][C:8]([N+:12]([O-])=O)=[CH:9][CH:10]=2)[CH2:5][CH2:4][CH2:3]1. The catalyst is [Pd].C(O)C.O1CCCC1. The product is [CH3:1][N:2]1[C:11]2[C:6](=[CH:7][C:8]([NH2:12])=[CH:9][CH:10]=2)[CH2:5][CH2:4][CH2:3]1. The yield is 0.770. (8) The reactants are [CH3:1][N:2]([CH2:4][C:5]1[CH:10]=[CH:9][C:8]([CH:11]2[CH:20]([C:21]3[CH:26]=[CH:25][C:24]([CH2:27][CH3:28])=[CH:23][CH:22]=3)[C:19](=O)[C:18]3[C:17]([C:30](OCC)=O)=[CH:16][CH:15]=[CH:14][C:13]=3[NH:12]2)=[CH:7][CH:6]=1)[CH3:3].[OH2:35].[NH2:36][NH2:37]. The catalyst is CO. The product is [CH3:1][N:2]([CH2:4][C:5]1[CH:6]=[CH:7][C:8]([CH:11]2[NH:12][C:13]3[C:18]4[C:19](=[N:36][NH:37][C:30](=[O:35])[C:17]=4[CH:16]=[CH:15][CH:14]=3)[CH:20]2[C:21]2[CH:26]=[CH:25][C:24]([CH2:27][CH3:28])=[CH:23][CH:22]=2)=[CH:9][CH:10]=1)[CH3:3]. The yield is 0.420. (9) The reactants are CC(OI1(OC(C)=O)(OC(C)=O)OC(=O)C2C=CC=CC1=2)=O.[N:23]([CH:26]1[CH:32]([OH:33])[CH2:31][CH2:30][N:29]([C:34]([O:36][CH2:37][C:38]2[CH:43]=[CH:42][CH:41]=[CH:40][CH:39]=2)=[O:35])[CH2:28][CH2:27]1)=[N+:24]=[N-:25]. The catalyst is C(Cl)Cl. The product is [N:23]([CH:26]1[C:32](=[O:33])[CH2:31][CH2:30][N:29]([C:34]([O:36][CH2:37][C:38]2[CH:43]=[CH:42][CH:41]=[CH:40][CH:39]=2)=[O:35])[CH2:28][CH2:27]1)=[N+:24]=[N-:25]. The yield is 0.840. (10) The reactants are [CH2:1]([O:3][C:4]1[CH:5]=[C:6]([C:14](=O)[CH2:15][C:16](=O)[C:17]([F:20])([F:19])[F:18])[CH:7]=[CH:8][C:9]=1[C:10]([F:13])([F:12])[F:11])[CH3:2].[NH2:23][C:24]1[C:28]([Br:29])=[CH:27][NH:26][N:25]=1. No catalyst specified. The product is [Br:29][C:28]1[CH:27]=[N:26][N:25]2[C:16]([C:17]([F:20])([F:19])[F:18])=[CH:15][C:14]([C:6]3[CH:7]=[CH:8][C:9]([C:10]([F:13])([F:12])[F:11])=[C:4]([O:3][CH2:1][CH3:2])[CH:5]=3)=[N:23][C:24]=12. The yield is 0.910.